This data is from Merck oncology drug combination screen with 23,052 pairs across 39 cell lines. The task is: Regression. Given two drug SMILES strings and cell line genomic features, predict the synergy score measuring deviation from expected non-interaction effect. (1) Drug 1: O=C(NOCC(O)CO)c1ccc(F)c(F)c1Nc1ccc(I)cc1F. Drug 2: CCc1cnn2c(NCc3ccc[n+]([O-])c3)cc(N3CCCCC3CCO)nc12. Cell line: KPL1. Synergy scores: synergy=5.69. (2) Drug 1: COC1CC2CCC(C)C(O)(O2)C(=O)C(=O)N2CCCCC2C(=O)OC(C(C)CC2CCC(OP(C)(C)=O)C(OC)C2)CC(=O)C(C)C=C(C)C(O)C(OC)C(=O)C(C)CC(C)C=CC=CC=C1C. Drug 2: CCC1(O)C(=O)OCc2c1cc1n(c2=O)Cc2cc3c(CN(C)C)c(O)ccc3nc2-1. Cell line: LNCAP. Synergy scores: synergy=-152. (3) Drug 1: Nc1ccn(C2OC(CO)C(O)C2(F)F)c(=O)n1. Cell line: ES2. Drug 2: COC1CC2CCC(C)C(O)(O2)C(=O)C(=O)N2CCCCC2C(=O)OC(C(C)CC2CCC(OP(C)(C)=O)C(OC)C2)CC(=O)C(C)C=C(C)C(O)C(OC)C(=O)C(C)CC(C)C=CC=CC=C1C. Synergy scores: synergy=15.9. (4) Drug 1: CN(C)C(=N)N=C(N)N. Drug 2: COC1=C2CC(C)CC(OC)C(O)C(C)C=C(C)C(OC(N)=O)C(OC)C=CC=C(C)C(=O)NC(=CC1=O)C2=O. Cell line: PA1. Synergy scores: synergy=6.06.